From a dataset of Experimentally validated miRNA-target interactions with 360,000+ pairs, plus equal number of negative samples. Binary Classification. Given a miRNA mature sequence and a target amino acid sequence, predict their likelihood of interaction. (1) The miRNA is mmu-miR-3077-3p with sequence CUGACUCCCUGCUUCUCCGCAG. The protein sequence of the target gene is MAHLLGSQACMDSLRKDLTDLQGTIVDVFSRAGPVRFPSWKFPDRVACDLDMVALLEHYDHVPGDPEFTQLSHAVLLELVIDRLLLLLQSCASYLENLSVEQMMPPARAAGPCMSVGLTVRRFWSNLLRLGLLYQQAVPQKRANQGEISITKPTAKGEPARSPECMTAKFIKPPSPVPGLPLICQGLQSIPVRVSLRSPGGTSEKTKSVYSQTVETALVPCDACTSVQGSLWEVGKVVISLCQSQNLPSSLGQFQKLVKDSLGLKPLPAATVGHWAAEQSKDLTRLNKHVGALTQLVGPL.... Result: 0 (no interaction). (2) The miRNA is hsa-miR-580-3p with sequence UUGAGAAUGAUGAAUCAUUAGG. The protein sequence of the target gene is MRTEAEAAGPPLEPGDFVQLPVPVIQQLYHWDCGLACSRMVLRYLGQLDDSEFERALQKLQLTRSIWTIDLAYLMHHFGVRHRFCTQTLGVDKGYKNQSFYRKHFDTEETRVNQLFAQAKACKVLVEKCTVSVKDIQAHLAQGHVAIVLVNSGVLHCDLCSSPVKYCCFTPSGHHCFCRTPDYQGHFIVLRGYNRATGCIFYNNPAYADPGMCSTSISNFEEARTSYGTDEDILFVYLDS. Result: 1 (interaction). (3) The miRNA is hsa-miR-3122 with sequence GUUGGGACAAGAGGACGGUCUU. The protein sequence of the target gene is MANGGGGGGGSSGGGGGGGGGSGLRMSSNIHANNLSLDASSSSSSSSSSSSSSSSSSSSSVHEPKMDALIIPVTMEVPCDSRGQRMWWAFLASSMVTFFGGLFIILLWRTLKYLWTVCCHCGGKTKEAQKINNGSSQADGTLKPVDEKEEVVAAEVGWMTSVKDWAGVMISAQTLTGRVLVVLVFALSIGALVIYFIDSSNPIESCQNFYKDFTLQIDMAFNVFFLLYFGLRFIAANDKLWFWLEVNSVVDFFTVPPVFVSVYLNRSWLGLRFLRALRLIQFSEILQFLNILKTSNSIKL.... Result: 0 (no interaction). (4) The miRNA is hsa-miR-196a-3p with sequence CGGCAACAAGAAACUGCCUGAG. The protein sequence of the target gene is MAPGQRLVLCEETVRERSGLGPHRDLAELRSLSIPGTYQEKITHLGNSLMHLTALKSLDLSRNSLVSLEGIQYLVSLESLNLYYNCISSLAEVFRLHTLLELQDVDFRLNPVVKNESDYRLFVVHMLPKLRQLDDRPVRESERKASQLHFAPEDSLNSKENFSTTLTVGRPHHLRNRCTETSAKKCLVMDADDEAVLNLIAECEWDLSNPPGNMSSSQKEHEADLHYAQESRHLLSPLSIQHQCGDSARRGHEKKKVTSRGCPGHSPQDQLCGELPLQHGLPEACHMHVQHARITSQPDS.... Result: 0 (no interaction). (5) The miRNA is mmu-miR-3065-5p with sequence UCAACAAAAUCACUGAUGCUGG. The protein sequence of the target gene is MSGRNNNKLPSNLPQLQNLIKRDPPAYVEEFLQQYNHYKSNMEIFKLQPNKPSKELAELVMFMAQIGQCYPEHLSNFPQELKDLLSYNHTVLDPDLRMTFCKALILLRNKNLINPSSLLELFFELLRCHDKLLRKTLYTHIVTDIKNINAKHKNNKVNVVLQNFMYTMLRDSNATAAKMSLDVMIELYRRNIWNDAKTVNVITTACFSKITKILVAALTFFLGKDEEEKQDSDSESEDDGPTARDLLVQYATGKKGSKNKKKLEKAMKVLKKQKKKKKPEVFNFSAIHLIHDPQDFAEKL.... Result: 1 (interaction). (6) The miRNA is hsa-miR-195-5p with sequence UAGCAGCACAGAAAUAUUGGC. The protein sequence of the target gene is MALLAMHSWRWAAAAAAFEKRRHSAILIRPLVSVSGSGPQWRPHQLGALGTARAYQIPESLKSITWQRLGKGNSGQFLDAAKALQVWPLIEKRTCWHGHAGGGLHTDPKEGLKDVDTRKIIKAMLSYVWPKDRPDLRARVAISLGFLGGAKAMNIVVPFMFKYAVDSLNQMSGNMLNLSDAPNTVATMATAVLIGYGVSRAGAAFFNEVRNAVFGKVAQNSIRRIAKNVFLHLHNLDLGFHLSRQTGALSKAIDRGTRGISFVLSALVFNLLPIMFEVMLVSGVLYYKCGAQFALVTLGT.... Result: 1 (interaction). (7) The miRNA is mmu-miR-128-3p with sequence UCACAGUGAACCGGUCUCUUU. The protein sequence of the target gene is MSHGSGLVRTTCSSGGALGPGQPSEGLLDRVYPLTHGALFKVAQMVTLLIAFICVRSSVPIDYGAHSFFEVVTMCDLIMILIFYLVHLFRFYRVLTCISWPLSELLHYLIGTLLLLIASIVIASKSYNQSGLVAGAIFGFLASFLCLASLWLSYKITCITQSSDASA. Result: 1 (interaction).